Task: Predict the reactants needed to synthesize the given product.. Dataset: Full USPTO retrosynthesis dataset with 1.9M reactions from patents (1976-2016) (1) Given the product [Br:1][C:2]1[C:3]([N:23]2[CH2:27][C@H:26]([OH:28])[C@H:25]([OH:29])[CH2:24]2)=[N:4][CH:5]=[C:6]([CH:21]=1)[C:7]([NH:9][C:10]1[CH:15]=[CH:14][C:13]([O:16][C:17]([Cl:20])([F:19])[F:18])=[CH:12][CH:11]=1)=[O:8], predict the reactants needed to synthesize it. The reactants are: [Br:1][C:2]1[C:3](Cl)=[N:4][CH:5]=[C:6]([CH:21]=1)[C:7]([NH:9][C:10]1[CH:15]=[CH:14][C:13]([O:16][C:17]([Cl:20])([F:19])[F:18])=[CH:12][CH:11]=1)=[O:8].[NH:23]1[CH2:27][C@H:26]([OH:28])[C@H:25]([OH:29])[CH2:24]1. (2) Given the product [Cl:42][C:43]1[CH:44]=[C:45]([N:50]2[C:9]([C:5]3[CH:6]=[N:7][CH:8]=[C:3]([Cl:2])[CH:4]=3)=[CH:10][C:11]([C:12]([OH:14])=[O:13])=[N:51]2)[CH:46]=[CH:47][C:48]=1[F:49], predict the reactants needed to synthesize it. The reactants are: [Li].[Cl:2][C:3]1[CH:4]=[C:5]([C:9]([O-])=[CH:10][C:11](=O)[C:12]([O:14]CC)=[O:13])[CH:6]=[N:7][CH:8]=1.ClC1C=C(C2N(C3C=CC=CN=3)N=C(C(O)=O)C=2)C=C(F)C=1.Cl.[Cl:42][C:43]1[CH:44]=[C:45]([NH:50][NH2:51])[CH:46]=[CH:47][C:48]=1[F:49]. (3) Given the product [CH3:17][CH:16]([CH3:18])[C@H:15]([NH:19][C:20](=[O:23])[O:21][CH3:22])[C:14](=[O:24])[N:10]1[CH2:11][CH2:12][CH2:13][C@H:9]1[C:7]1[NH:6][C:5]2[CH:25]=[CH:26][C:2]([B:30]3[O:31][C:32]([CH3:34])([CH3:33])[C:28]([CH3:44])([CH3:27])[O:29]3)=[CH:3][C:4]=2[N:8]=1, predict the reactants needed to synthesize it. The reactants are: Br[C:2]1[CH:26]=[CH:25][C:5]2[NH:6][C:7]([C@@H:9]3[CH2:13][CH2:12][CH2:11][N:10]3[C:14](=[O:24])[C@@H:15]([NH:19][C:20](=[O:23])[O:21][CH3:22])[CH:16]([CH3:18])[CH3:17])=[N:8][C:4]=2[CH:3]=1.[CH3:27][C:28]1([CH3:44])[C:32]([CH3:34])([CH3:33])[O:31][B:30]([B:30]2[O:31][C:32]([CH3:34])([CH3:33])[C:28]([CH3:44])([CH3:27])[O:29]2)[O:29]1.C([O-])(=O)C.[K+]. (4) The reactants are: O.[NH2:2][NH2:3].[Br:4][C:5]1[CH:6]=[C:7]([C:11](=O)[CH2:12][C:13]([O:15]C)=O)[CH:8]=[N:9][CH:10]=1. Given the product [Br:4][C:5]1[CH:6]=[C:7]([C:11]2[NH:3][NH:2][C:13](=[O:15])[CH:12]=2)[CH:8]=[N:9][CH:10]=1, predict the reactants needed to synthesize it. (5) Given the product [Cl:1][C:2]1[C:11]([NH:12][S:13]([CH3:16])(=[O:15])=[O:14])=[CH:10][CH:9]=[CH:8][C:3]=1[C:4]([OH:6])=[O:5], predict the reactants needed to synthesize it. The reactants are: [Cl:1][C:2]1[C:11]([NH:12][S:13]([CH3:16])(=[O:15])=[O:14])=[CH:10][CH:9]=[CH:8][C:3]=1[C:4]([O:6]C)=[O:5].[OH-].[Na+]. (6) Given the product [Cl:6][C:7]1[CH:8]=[C:9]([OH:17])[CH:10]=[C:11]([Cl:14])[C:12]=1[Cl:13], predict the reactants needed to synthesize it. The reactants are: F[B-](F)(F)F.[Cl:6][C:7]1[CH:8]=[C:9]([N+]#N)[CH:10]=[C:11]([Cl:14])[C:12]=1[Cl:13].[OH2:17].